Dataset: Forward reaction prediction with 1.9M reactions from USPTO patents (1976-2016). Task: Predict the product of the given reaction. (1) Given the reactants [CH3:1][C@@H:2]([OH:9])[CH2:3][CH2:4][CH2:5][CH2:6][CH2:7][CH3:8].C[C@H]1[C@H](O)C[C@H]2C(C)(C)[C@@H]1C2.C[C@@H]([C@@H]1[C@@]2(C)CC[C@@H]3[C@@]4(C)CC[C@H](O)C[C@@H]4CC[C@H]3[C@@H]2CC1)CCCC(C)C.C[C@@H]([C@@H]1[C@@]2(C)CC[C@@H]3[C@@]4(C)CC[C@@H](O)C[C@@H]4CC[C@H]3[C@@H]2CC1)CCCC(C)C, predict the reaction product. The product is: [CH3:1][C@H:2]([OH:9])[CH2:3][CH2:4][CH2:5][CH2:6][CH2:7][CH3:8]. (2) Given the reactants [CH2:1]([O:8][C:9]1[CH:14]=[CH:13][CH:12]=[CH:11][C:10]=1CC(O)=O)[C:2]1[CH:7]=[CH:6][CH:5]=[CH:4][CH:3]=1.[C:19](Cl)(=[O:23])[C:20](Cl)=O.[NH:25]1[CH2:29][CH2:28][C:27]([C:30]2[CH:35]=[CH:34][C:33]([OH:36])=[CH:32][CH:31]=2)=[N:26]1, predict the reaction product. The product is: [OH:36][C:33]1[CH:32]=[CH:31][C:30]([C:27]2[CH2:28][CH2:29][N:25]([C:19](=[O:23])[CH2:20][C:7]3[CH:6]=[CH:5][CH:4]=[CH:3][C:2]=3[CH2:1][O:8][C:9]3[CH:10]=[CH:11][CH:12]=[CH:13][CH:14]=3)[N:26]=2)=[CH:35][CH:34]=1. (3) Given the reactants [CH3:1][C:2]1[C:7]([C:8]2[C:9]([CH3:29])=[C:10]([CH:26]=[CH:27][CH:28]=2)[CH2:11][NH:12][C:13]2[CH:25]=[CH:24][C:16]3[C@H:17]([CH2:20][C:21]([OH:23])=[O:22])[CH2:18][O:19][C:15]=3[CH:14]=2)=[C:6]([CH3:30])[N:5]=[C:4]([N:31]2[CH2:36][CH2:35][O:34][CH2:33][CH2:32]2)[N:3]=1.[NH2:37][C:38]([CH2:43][OH:44])([CH2:41][OH:42])[CH2:39][OH:40], predict the reaction product. The product is: [CH3:30][C:6]1[C:7]([C:8]2[C:9]([CH3:29])=[C:10]([CH:26]=[CH:27][CH:28]=2)[CH2:11][NH:12][C:13]2[CH:25]=[CH:24][C:16]3[C@H:17]([CH2:20][C:21]([O-:23])=[O:22])[CH2:18][O:19][C:15]=3[CH:14]=2)=[C:2]([CH3:1])[N:3]=[C:4]([N:31]2[CH2:36][CH2:35][O:34][CH2:33][CH2:32]2)[N:5]=1.[OH:40][CH2:39][C:38]([CH2:43][OH:44])([NH3+:37])[CH2:41][OH:42]. (4) Given the reactants C(NC(C)C)(C)C.C([Li])CCC.[CH3:13][C:14]1[CH:15]=[C:16]([CH:18]=[C:19]([C:21]2[S:25][CH:24]=[N:23][CH:22]=2)[CH:20]=1)[NH2:17].[F:26][C:27]([F:32])([F:31])[C:28]([CH3:30])=[O:29], predict the reaction product. The product is: [NH2:17][C:16]1[CH:18]=[C:19]([C:21]2[S:25][C:24]([C:28]([OH:29])([CH3:30])[C:27]([F:32])([F:31])[F:26])=[N:23][CH:22]=2)[CH:20]=[C:14]([CH3:13])[CH:15]=1.